Dataset: Peptide-MHC class I binding affinity with 185,985 pairs from IEDB/IMGT. Task: Regression. Given a peptide amino acid sequence and an MHC pseudo amino acid sequence, predict their binding affinity value. This is MHC class I binding data. (1) The peptide sequence is EIEIEKNKK. The MHC is HLA-B08:02 with pseudo-sequence HLA-B08:02. The binding affinity (normalized) is 0.0847. (2) The peptide sequence is VQTAAAVVF. The MHC is HLA-B53:01 with pseudo-sequence HLA-B53:01. The binding affinity (normalized) is 0.213. (3) The peptide sequence is ARAARAAAL. The MHC is HLA-A02:01 with pseudo-sequence HLA-A02:01. The binding affinity (normalized) is 0.